From a dataset of Reaction yield outcomes from USPTO patents with 853,638 reactions. Predict the reaction yield, written as a fraction of the theoretical maximum amount of product (1.0 means a 100% yield; for example, 0.34 means a 34% yield). (1) The reactants are [N+:1]([C:4]1[CH:16]=[CH:15][CH:14]=[CH:13][C:5]=1[CH2:6][NH:7][C:8]([CH3:12])([CH3:11])[CH2:9][OH:10])([O-:3])=[O:2].C(N(CC)CC)C.Cl[C:25](Cl)([O:27]C(=O)OC(Cl)(Cl)Cl)Cl. The catalyst is C(Cl)(Cl)Cl. The product is [CH3:11][C:8]1([CH3:12])[CH2:9][O:10][C:25](=[O:27])[N:7]1[CH2:6][C:5]1[CH:13]=[CH:14][CH:15]=[CH:16][C:4]=1[N+:1]([O-:3])=[O:2]. The yield is 0.430. (2) The catalyst is C(OCC)(=O)C. The reactants are [Cl-].O[NH3+:3].[C:4](=[O:7])([O-])[OH:5].[Na+].CS(C)=O.[C:13]([O:16][C:17]([CH3:56])([CH3:55])[CH2:18][O:19][C@H:20]1[CH2:25][CH2:24][C@H:23]([N:26]2[C:31](=[O:32])[C:30]([CH2:33][C:34]3[CH:39]=[CH:38][C:37]([C:40]4[CH:45]=[CH:44][CH:43]=[CH:42][C:41]=4[C:46]#[N:47])=[CH:36][CH:35]=3)=[C:29]([CH2:48][CH2:49][CH3:50])[N:28]3[N:51]=[C:52]([CH3:54])[N:53]=[C:27]23)[CH2:22][CH2:21]1)(=[O:15])[CH3:14]. The product is [C:13]([O:16][C:17]([CH3:55])([CH3:56])[CH2:18][O:19][C@H:20]1[CH2:25][CH2:24][C@H:23]([N:26]2[C:31](=[O:32])[C:30]([CH2:33][C:34]3[CH:39]=[CH:38][C:37]([C:40]4[CH:45]=[CH:44][CH:43]=[CH:42][C:41]=4[C:46]4[NH:3][C:4](=[O:7])[O:5][N:47]=4)=[CH:36][CH:35]=3)=[C:29]([CH2:48][CH2:49][CH3:50])[N:28]3[N:51]=[C:52]([CH3:54])[N:53]=[C:27]23)[CH2:22][CH2:21]1)(=[O:15])[CH3:14]. The yield is 0.580. (3) The reactants are COC1C=CC(C[N:8]2[CH:12]=[C:11]([C:13]3[N:14]=[C:15]([O:18][C:19]4[N:24]=[CH:23][CH:22]=[CH:21][N:20]=4)[S:16][CH:17]=3)[C:10]([CH3:25])=[N:9]2)=CC=1.FC(F)(F)S(O)(=O)=O. The catalyst is C(O)(C(F)(F)F)=O. The product is [CH3:25][C:10]1[NH:9][N:8]=[CH:12][C:11]=1[C:13]1[N:14]=[C:15]([O:18][C:19]2[N:24]=[CH:23][CH:22]=[CH:21][N:20]=2)[S:16][CH:17]=1. The yield is 0.0700. (4) The reactants are [C:1]([C:5]1[C:13]2[C:8](=[CH:9][C:10]([N+:14]([O-])=O)=[CH:11][CH:12]=2)[NH:7][CH:6]=1)([CH3:4])([CH3:3])[CH3:2]. The catalyst is C(O)C.[Ni]. The product is [C:1]([C:5]1[C:13]2[C:8](=[CH:9][C:10]([NH2:14])=[CH:11][CH:12]=2)[NH:7][CH:6]=1)([CH3:4])([CH3:2])[CH3:3]. The yield is 0.773. (5) The reactants are [N+:1]([C:4]1[CH:9]=[CH:8][CH:7]=[CH:6][C:5]=1[B:10]([OH:12])[OH:11])([O-])=O. The catalyst is CCO.[Pd]. The product is [NH2:1][C:4]1[CH:9]=[CH:8][CH:7]=[CH:6][C:5]=1[B:10]([OH:12])[OH:11]. The yield is 0.550.